From a dataset of Peptide-MHC class II binding affinity with 134,281 pairs from IEDB. Regression. Given a peptide amino acid sequence and an MHC pseudo amino acid sequence, predict their binding affinity value. This is MHC class II binding data. (1) The peptide sequence is KPAAAATATATSAVG. The MHC is HLA-DPA10201-DPB10501 with pseudo-sequence HLA-DPA10201-DPB10501. The binding affinity (normalized) is 0. (2) The peptide sequence is LVGPTPVNVIGRNLLTQIGC. The MHC is DRB1_1201 with pseudo-sequence DRB1_1201. The binding affinity (normalized) is 0.0709. (3) The peptide sequence is HLAEGKVDTGVAVSR. The MHC is DRB3_0101 with pseudo-sequence DRB3_0101. The binding affinity (normalized) is 0.571. (4) The peptide sequence is SVRIRVRSGGHDYEG. The MHC is HLA-DPA10103-DPB10401 with pseudo-sequence HLA-DPA10103-DPB10401. The binding affinity (normalized) is 0. (5) The peptide sequence is SGNIVSSVNMISRML. The MHC is DRB1_0401 with pseudo-sequence DRB1_0401. The binding affinity (normalized) is 1.00. (6) The binding affinity (normalized) is 0.183. The MHC is DRB3_0101 with pseudo-sequence DRB3_0101. The peptide sequence is DVPDYASLRSLVASS. (7) The peptide sequence is NLNIKLNMPLYIAGN. The MHC is DRB1_1501 with pseudo-sequence DRB1_1501. The binding affinity (normalized) is 0.509. (8) The binding affinity (normalized) is 0. The peptide sequence is EVIPTAFKIGKTYTP. The MHC is HLA-DPA10103-DPB10301 with pseudo-sequence HLA-DPA10103-DPB10301. (9) The peptide sequence is KILEPGPGPGFRKYT. The MHC is DRB1_1501 with pseudo-sequence DRB1_1501. The binding affinity (normalized) is 0. (10) The peptide sequence is LDMIITAVNSLISDN. The MHC is DRB1_0901 with pseudo-sequence DRB1_0901. The binding affinity (normalized) is 0.620.